Dataset: Catalyst prediction with 721,799 reactions and 888 catalyst types from USPTO. Task: Predict which catalyst facilitates the given reaction. (1) Reactant: [CH3:1][C:2]1[CH:6]=[C:5]([CH3:7])[N:4]([CH2:8][C:9]([OH:11])=[O:10])[N:3]=1.[CH2:12](O)[C:13]1[CH:18]=[CH:17][CH:16]=[CH:15][CH:14]=1.C1CCC(N=C=NC2CCCCC2)CC1. Product: [CH3:1][C:2]1[CH:6]=[C:5]([CH3:7])[N:4]([CH2:8][C:9]([O:11][CH2:12][C:13]2[CH:18]=[CH:17][CH:16]=[CH:15][CH:14]=2)=[O:10])[N:3]=1. The catalyst class is: 649. (2) Reactant: C1(P(C2C=CC=CC=2)C2C=CC=CC=2)C=CC=CC=1.N(C(OC(C)(C)C)=O)=NC(OC(C)(C)C)=O.[CH3:36][N:37]([CH2:39][CH2:40][OH:41])[CH3:38].O[C:43]1[CH:52]=[C:51]2[C:46]([CH2:47][CH2:48][CH:49]([C:53]([O:55][CH3:56])=[O:54])[CH2:50]2)=[CH:45][CH:44]=1.Cl. Product: [CH3:36][N:37]([CH3:38])[CH2:39][CH2:40][O:41][C:43]1[CH:52]=[C:51]2[C:46]([CH2:47][CH2:48][CH:49]([C:53]([O:55][CH3:56])=[O:54])[CH2:50]2)=[CH:45][CH:44]=1. The catalyst class is: 595.